This data is from Forward reaction prediction with 1.9M reactions from USPTO patents (1976-2016). The task is: Predict the product of the given reaction. (1) Given the reactants [Li+].[OH-].C([O:5][C:6]([C:8]1[C:9]([OH:23])=[N:10][C:11]2[C:16]([C:17]=1[CH3:18])=[CH:15][CH:14]=[C:13]([C:19]([F:22])([F:21])[F:20])[CH:12]=2)=[O:7])C, predict the reaction product. The product is: [OH:23][C:9]1[C:8]([C:6]([OH:7])=[O:5])=[C:17]([CH3:18])[C:16]2[C:11](=[CH:12][C:13]([C:19]([F:21])([F:20])[F:22])=[CH:14][CH:15]=2)[N:10]=1. (2) Given the reactants C[O:2][C:3]1[CH:12]=[C:11]2[C:6]([CH:7]=[CH:8][C:9]([N:13]3[C:17]([CH3:18])=[CH:16][C:15]([O:19][CH2:20][CH2:21][N:22]4[CH2:27][CH2:26][O:25][CH2:24][CH2:23]4)=[N:14]3)=[CH:10]2)=[CH:5][CH:4]=1, predict the reaction product. The product is: [OH:2][C:3]1[CH:12]=[C:11]2[C:6]([CH:7]=[CH:8][C:9]([N:13]3[C:17]([CH3:18])=[CH:16][C:15]([O:19][CH2:20][CH2:21][N:22]4[CH2:23][CH2:24][O:25][CH2:26][CH2:27]4)=[N:14]3)=[CH:10]2)=[CH:5][CH:4]=1.